This data is from Forward reaction prediction with 1.9M reactions from USPTO patents (1976-2016). The task is: Predict the product of the given reaction. (1) Given the reactants [CH2:1]([NH:3][C:4]1[S:5][C@H:6]2[O:12][C@H:11]([C:13]([OH:15])=[O:14])[C@@H:10]([OH:16])[C@H:9]([OH:17])[C@H:7]2[N:8]=1)[CH3:2].[C:18](=O)([O-])[O-].[K+].[K+].IC, predict the reaction product. The product is: [CH2:1]([N:3]([CH3:18])[C:4]1[S:5][CH:6]2[O:12][CH:11]([C:13]([OH:15])=[O:14])[CH:10]([OH:16])[CH:9]([OH:17])[CH:7]2[N:8]=1)[CH3:2]. (2) Given the reactants [CH2:1]([N:3]1[C:9]2[N:10]=[CH:11][C:12]([CH2:14][CH2:15][O:16][C:17]3[C:26]4[C:21](=[CH:22][CH:23]=[CH:24][CH:25]=4)[N+:20]([O-:27])=[CH:19][CH:18]=3)=[CH:13][C:8]=2[C:7](=[O:28])[N:6]([CH3:29])[C:5]2[CH:30]=[CH:31][CH:32]=[N:33][C:4]1=2)[CH3:2].Cl, predict the reaction product. The product is: [OH2:16].[OH2:16].[CH2:1]([N:3]1[C:9]2[N:10]=[CH:11][C:12]([CH2:14][CH2:15][O:16][C:17]3[C:26]4[C:21](=[CH:22][CH:23]=[CH:24][CH:25]=4)[N+:20]([O-:27])=[CH:19][CH:18]=3)=[CH:13][C:8]=2[C:7](=[O:28])[N:6]([CH3:29])[C:5]2[CH:30]=[CH:31][CH:32]=[N:33][C:4]1=2)[CH3:2]. (3) Given the reactants [CH2:1]([C:3]([OH:36])([CH2:34][CH3:35])[CH2:4][CH2:5][C:6]1[CH:11]=[CH:10][C:9]([C:12]([CH2:31][CH3:32])([C:15]2[CH:20]=[CH:19][C:18](B3OC(C)(C)C(C)(C)O3)=[C:17]([CH3:30])[CH:16]=2)[CH2:13][CH3:14])=[CH:8][C:7]=1[CH3:33])[CH3:2].[CH3:37][O:38][C:39](=[O:48])[CH2:40][C:41]1[CH:42]=[N:43][CH:44]=[C:45](Br)[CH:46]=1.P([O-])([O-])([O-])=O.[K+].[K+].[K+], predict the reaction product. The product is: [CH3:37][O:38][C:39](=[O:48])[CH2:40][C:41]1[CH:42]=[N:43][CH:44]=[C:45]([C:18]2[CH:19]=[CH:20][C:15]([C:12]([CH2:13][CH3:14])([C:9]3[CH:10]=[CH:11][C:6]([CH2:5][CH2:4][C:3]([CH2:34][CH3:35])([OH:36])[CH2:1][CH3:2])=[C:7]([CH3:33])[CH:8]=3)[CH2:31][CH3:32])=[CH:16][C:17]=2[CH3:30])[CH:46]=1. (4) The product is: [CH3:23][O:22][C:19]1[CH:20]=[CH:21][C:16]([C:15]([NH:14][C:5]2([C:3]([OH:4])=[O:2])[CH2:6][C:7]3[C:12](=[CH:11][CH:10]=[CH:9][CH:8]=3)[CH2:13]2)=[O:34])=[CH:17][C:18]=1[O:24][CH2:25][CH2:26][C:27]1[CH:28]=[C:29]([CH3:33])[CH:30]=[CH:31][CH:32]=1. Given the reactants C[O:2][C:3]([C:5]1([NH:14][C:15](=[O:34])[C:16]2[CH:21]=[CH:20][C:19]([O:22][CH3:23])=[C:18]([O:24][CH2:25][CH2:26][C:27]3[CH:28]=[C:29]([CH3:33])[CH:30]=[CH:31][CH:32]=3)[CH:17]=2)[CH2:13][C:12]2[C:7](=[CH:8][CH:9]=[CH:10][CH:11]=2)[CH2:6]1)=[O:4].[OH-].[Li+], predict the reaction product. (5) The product is: [C:23]([C:27]1[N:28]=[C:29]([N:36]2[CH2:37][C:38]3([CH2:39][O:40][CH2:41]3)[CH2:42]2)[C:30]2[N:35]=[N:34][N:33]([CH2:8][C:9]3[N:11]([CH3:14])[N:12]=[N:13][N:10]=3)[C:31]=2[N:32]=1)([CH3:26])([CH3:24])[CH3:25]. Given the reactants C(C1N=C(N2CCC(F)(F)C2)[C:8]2[N:13]=[N:12][N:11]([CH2:14]C)[C:9]=2[N:10]=1)(C)(C)C.[C:23]([C:27]1[N:28]=[C:29]([N:36]2[CH2:42][C:38]3([CH2:41][O:40][CH2:39]3)[CH2:37]2)[C:30]2[N:35]=[N:34][NH:33][C:31]=2[N:32]=1)([CH3:26])([CH3:25])[CH3:24].ClCC1N(C)N=NN=1, predict the reaction product. (6) Given the reactants Br[C:2]1[N:7]=[C:6]([C:8]([OH:10])=[O:9])[CH:5]=[CH:4][CH:3]=1.[C:11]1(B2OC(C)(C)C(C)(C)O2)[CH2:15][CH2:14][CH2:13][CH:12]=1.C([O-])([O-])=O.[K+].[K+], predict the reaction product. The product is: [C:11]1([C:2]2[N:7]=[C:6]([C:8]([OH:10])=[O:9])[CH:5]=[CH:4][CH:3]=2)[CH2:15][CH2:14][CH2:13][CH:12]=1.